From a dataset of Full USPTO retrosynthesis dataset with 1.9M reactions from patents (1976-2016). Predict the reactants needed to synthesize the given product. (1) Given the product [CH:26]1([CH2:25][C@H:3]([NH:2][C:36]([CH:33]2[CH2:34][CH2:35][O:31][CH2:32]2)=[O:37])[C:4](=[O:5])[NH:6][C@H:7]2[CH2:13][CH2:12][C@@H:11]([CH3:14])[N:10]([S:15]([C:18]3[CH:23]=[CH:22][CH:21]=[CH:20][N:19]=3)(=[O:16])=[O:17])[CH2:9][C:8]2=[O:24])[CH2:27][CH2:28][CH2:29][CH2:30]1, predict the reactants needed to synthesize it. The reactants are: Cl.[NH2:2][C@@H:3]([CH2:25][CH:26]1[CH2:30][CH2:29][CH2:28][CH2:27]1)[C:4]([NH:6][C@H:7]1[CH2:13][CH2:12][C@@H:11]([CH3:14])[N:10]([S:15]([C:18]2[CH:23]=[CH:22][CH:21]=[CH:20][N:19]=2)(=[O:17])=[O:16])[CH2:9][C@@H:8]1[OH:24])=[O:5].[O:31]1[CH2:35][CH2:34][CH:33]([C:36](O)=[O:37])[CH2:32]1.CC(OI1(OC(C)=O)(OC(C)=O)OC(=O)C2C=CC=CC1=2)=O. (2) Given the product [NH2:10][C:4]1[CH:5]=[CH:6][C:7]([O:8][CH3:9])=[CH:2][N:3]=1, predict the reactants needed to synthesize it. The reactants are: Br[C:2]1[C:7]([O:8][CH3:9])=[CH:6][CH:5]=[C:4]([N+:10]([O-])=O)[N:3]=1.O.NN.